This data is from Merck oncology drug combination screen with 23,052 pairs across 39 cell lines. The task is: Regression. Given two drug SMILES strings and cell line genomic features, predict the synergy score measuring deviation from expected non-interaction effect. (1) Drug 1: CC1CC2C3CCC4=CC(=O)C=CC4(C)C3(F)C(O)CC2(C)C1(O)C(=O)CO. Drug 2: CC1(c2nc3c(C(N)=O)cccc3[nH]2)CCCN1. Cell line: SW837. Synergy scores: synergy=-17.6. (2) Drug 1: O=S1(=O)NC2(CN1CC(F)(F)F)C1CCC2Cc2cc(C=CCN3CCC(C(F)(F)F)CC3)ccc2C1. Drug 2: Cn1nnc2c(C(N)=O)ncn2c1=O. Cell line: HT144. Synergy scores: synergy=-13.7. (3) Drug 1: CN1C(=O)C=CC2(C)C3CCC4(C)C(NC(=O)OCC(F)(F)F)CCC4C3CCC12. Drug 2: COc1cc(C2c3cc4c(cc3C(OC3OC5COC(C)OC5C(O)C3O)C3COC(=O)C23)OCO4)cc(OC)c1O. Cell line: NCIH460. Synergy scores: synergy=0.961. (4) Drug 1: COc1cc(C2c3cc4c(cc3C(OC3OC5COC(C)OC5C(O)C3O)C3COC(=O)C23)OCO4)cc(OC)c1O. Drug 2: COC1CC2CCC(C)C(O)(O2)C(=O)C(=O)N2CCCCC2C(=O)OC(C(C)CC2CCC(OP(C)(C)=O)C(OC)C2)CC(=O)C(C)C=C(C)C(O)C(OC)C(=O)C(C)CC(C)C=CC=CC=C1C. Cell line: A427. Synergy scores: synergy=3.03. (5) Drug 1: COc1cc(C2c3cc4c(cc3C(OC3OC5COC(C)OC5C(O)C3O)C3COC(=O)C23)OCO4)cc(OC)c1O. Drug 2: CC1(c2nc3c(C(N)=O)cccc3[nH]2)CCCN1. Cell line: T47D. Synergy scores: synergy=19.3. (6) Drug 1: O=C(CCCCCCC(=O)Nc1ccccc1)NO. Drug 2: CCc1c2c(nc3ccc(O)cc13)-c1cc3c(c(=O)n1C2)COC(=O)C3(O)CC. Cell line: OVCAR3. Synergy scores: synergy=23.3. (7) Drug 1: CCC1(O)CC2CN(CCc3c([nH]c4ccccc34)C(C(=O)OC)(c3cc4c(cc3OC)N(C)C3C(O)(C(=O)OC)C(OC(C)=O)C5(CC)C=CCN6CCC43C65)C2)C1. Drug 2: CCc1cnn2c(NCc3ccc[n+]([O-])c3)cc(N3CCCCC3CCO)nc12. Cell line: HCT116. Synergy scores: synergy=-27.3. (8) Drug 1: CN1C(=O)C=CC2(C)C3CCC4(C)C(NC(=O)OCC(F)(F)F)CCC4C3CCC12. Drug 2: Nc1ccn(C2OC(CO)C(O)C2(F)F)c(=O)n1. Cell line: ZR751. Synergy scores: synergy=3.25.